Dataset: Forward reaction prediction with 1.9M reactions from USPTO patents (1976-2016). Task: Predict the product of the given reaction. (1) Given the reactants [CH:1]1([O:4][C:5]2[CH:24]=[CH:23][C:8]([C:9]([NH:11][C:12]3[S:13][C:14]([C:17]4[CH:22]=[CH:21][CH:20]=[CH:19][CH:18]=4)=[N:15][N:16]=3)=[O:10])=[CH:7][C:6]=2[N+:25]([O-])=O)[CH2:3][CH2:2]1, predict the reaction product. The product is: [NH2:25][C:6]1[CH:7]=[C:8]([CH:23]=[CH:24][C:5]=1[O:4][CH:1]1[CH2:2][CH2:3]1)[C:9]([NH:11][C:12]1[S:13][C:14]([C:17]2[CH:22]=[CH:21][CH:20]=[CH:19][CH:18]=2)=[N:15][N:16]=1)=[O:10]. (2) Given the reactants [O:1]=[C:2]1[C@@H:11]([NH:12][C:13](=[O:19])[O:14][C:15]([CH3:18])([CH3:17])[CH3:16])[CH2:10][C:9]2[C:4](=[CH:5][CH:6]=[CH:7][CH:8]=2)[NH:3]1.[Br:20]N1C(=O)CCC1=O, predict the reaction product. The product is: [Br:20][C:7]1[CH:8]=[C:9]2[C:4](=[CH:5][CH:6]=1)[NH:3][C:2](=[O:1])[C@@H:11]([NH:12][C:13](=[O:19])[O:14][C:15]([CH3:16])([CH3:18])[CH3:17])[CH2:10]2. (3) Given the reactants Cl[C:2]1[N:7]=[CH:6][CH:5]=[CH:4][N:3]=1.[Cl:8][C:9]1[CH:14]=[C:13]([F:15])[C:12]([C:16]2[C:20]([Cl:21])=[C:19]([S:22][CH:23]([F:25])[F:24])[N:18]([CH3:26])[N:17]=2)=[CH:11][C:10]=1[OH:27].C(=O)([O-])[O-].[K+].[K+], predict the reaction product. The product is: [Cl:8][C:9]1[CH:14]=[C:13]([F:15])[C:12]([C:16]2[C:20]([Cl:21])=[C:19]([S:22][CH:23]([F:25])[F:24])[N:18]([CH3:26])[N:17]=2)=[CH:11][C:10]=1[O:27][C:2]1[N:7]=[CH:6][CH:5]=[CH:4][N:3]=1. (4) Given the reactants C(N(C1C=CC=CC=1)C(=O)[CH2:5][C:6]([OH:8])=[O:7])C.[N:16]1[CH:21]=[CH:20][CH:19]=[CH:18][CH:17]=1.[C:22](Cl)(=O)C(C)(C)C.Cl[CH2:30][Cl:31], predict the reaction product. The product is: [Cl:31][C:30]1[CH:18]=[CH:19][CH:20]=[C:21]([NH:16][CH3:17])[C:5]=1[C:6]([O:8][CH3:22])=[O:7]. (5) Given the reactants Cl[C:2]1[C:7]2=[N:8][N:9]=[CH:10][N:6]2[N:5]=[C:4]([C:11]2[CH:16]=[CH:15][C:14]([Cl:17])=[CH:13][C:12]=2[Cl:18])[N:3]=1.Cl.[NH2:20][C:21]1[C:26]([C:27](=[O:32])[C:28]([F:31])([F:30])[F:29])=[CH:25][CH:24]=[C:23]([NH:33][CH:34]2[CH2:39][CH2:38][CH2:37][NH:36][CH2:35]2)[N:22]=1.C(N(CC)C(C)C)(C)C, predict the reaction product. The product is: [NH2:20][C:21]1[C:26]([C:27](=[O:32])[C:28]([F:30])([F:31])[F:29])=[CH:25][CH:24]=[C:23]([NH:33][CH:34]2[CH2:39][CH2:38][CH2:37][N:36]([C:2]3[C:7]4=[N:8][N:9]=[CH:10][N:6]4[N:5]=[C:4]([C:11]4[CH:16]=[CH:15][C:14]([Cl:17])=[CH:13][C:12]=4[Cl:18])[N:3]=3)[CH2:35]2)[N:22]=1.